Dataset: Forward reaction prediction with 1.9M reactions from USPTO patents (1976-2016). Task: Predict the product of the given reaction. Given the reactants [N+:1]([C:4]1[CH:5]=[C:6]2[C:10](=[CH:11][CH:12]=1)[NH:9][CH2:8][CH2:7]2)([O-:3])=[O:2].[H-].[Na+].Br[CH2:16][CH2:17][O:18][CH3:19], predict the reaction product. The product is: [CH3:19][O:18][CH2:17][CH2:16][N:9]1[C:10]2[C:6](=[CH:5][C:4]([N+:1]([O-:3])=[O:2])=[CH:12][CH:11]=2)[CH2:7][CH2:8]1.